Dataset: Peptide-MHC class I binding affinity with 185,985 pairs from IEDB/IMGT. Task: Regression. Given a peptide amino acid sequence and an MHC pseudo amino acid sequence, predict their binding affinity value. This is MHC class I binding data. (1) The peptide sequence is GGYKFFDYI. The MHC is H-2-Db with pseudo-sequence H-2-Db. The binding affinity (normalized) is 0.298. (2) The peptide sequence is YMIKLAKEV. The MHC is HLA-A02:06 with pseudo-sequence HLA-A02:06. The binding affinity (normalized) is 1.00. (3) The peptide sequence is YLKKGRLSL. The MHC is HLA-A01:01 with pseudo-sequence HLA-A01:01. The binding affinity (normalized) is 0.0847. (4) The peptide sequence is NQQVTNSKY. The MHC is HLA-A01:01 with pseudo-sequence HLA-A01:01. The binding affinity (normalized) is 0.0847.